Dataset: Peptide-MHC class I binding affinity with 185,985 pairs from IEDB/IMGT. Task: Regression. Given a peptide amino acid sequence and an MHC pseudo amino acid sequence, predict their binding affinity value. This is MHC class I binding data. (1) The peptide sequence is KQMSQPYAV. The MHC is HLA-A25:01 with pseudo-sequence HLA-A25:01. The binding affinity (normalized) is 0.0847. (2) The peptide sequence is ISARALKAY. The MHC is HLA-A31:01 with pseudo-sequence HLA-A31:01. The binding affinity (normalized) is 0.152. (3) The binding affinity (normalized) is 0.262. The MHC is HLA-A30:01 with pseudo-sequence HLA-A30:01. The peptide sequence is DINVIGLIV.